Dataset: Full USPTO retrosynthesis dataset with 1.9M reactions from patents (1976-2016). Task: Predict the reactants needed to synthesize the given product. (1) The reactants are: [NH2:1][C@@H:2]1[CH2:7][CH2:6][CH2:5][N:4]([C:8]([O:10][C:11]([CH3:14])([CH3:13])[CH3:12])=[O:9])[CH2:3]1.CCN(C(C)C)C(C)C.Cl[C:25]([O:27][C:28]([CH3:30])=[CH2:29])=[O:26].C(=O)(O)[O-].[Na+]. Given the product [CH2:29]=[C:28]([O:27][C:25]([NH:1][C@@H:2]1[CH2:7][CH2:6][CH2:5][N:4]([C:8]([O:10][C:11]([CH3:14])([CH3:13])[CH3:12])=[O:9])[CH2:3]1)=[O:26])[CH3:30], predict the reactants needed to synthesize it. (2) The reactants are: Br[C:2]1[CH:3]=[CH:4][C:5]2[C:6]([CH3:17])([CH3:16])[C:7]3[C:12]([C:13]=2[CH:14]=1)=[CH:11][C:10]([Br:15])=[CH:9][CH:8]=3.[C:18]1([C:27]2[CH:32]=[CH:31][CH:30]=[CH:29][CH:28]=2)[CH:23]=[CH:22][CH:21]=[CH:20][C:19]=1B(O)O.C([O-])([O-])=O.[Na+].[Na+].CCO. Given the product [C:18]1([C:27]2[CH:28]=[CH:29][CH:30]=[CH:31][CH:32]=2)[CH:23]=[CH:22][CH:21]=[CH:20][C:19]=1[C:2]1[CH:3]=[CH:4][C:5]2[C:6]([CH3:16])([CH3:17])[C:7]3[C:12]([C:13]=2[CH:14]=1)=[CH:11][C:10]([Br:15])=[CH:9][CH:8]=3, predict the reactants needed to synthesize it. (3) Given the product [NH:6]([C:13]1[N:18]=[C:17]([CH2:19][N:20]2[CH2:21][CH2:22][O:23][CH2:2][C:3]2=[O:4])[CH:16]=[CH:15][N:14]=1)[C:7]1[CH:8]=[CH:9][CH:10]=[CH:11][CH:12]=1, predict the reactants needed to synthesize it. The reactants are: Cl[CH2:2][C:3](Cl)=[O:4].[NH:6]([C:13]1[N:18]=[C:17]([CH2:19][NH:20][CH2:21][CH2:22][OH:23])[CH:16]=[CH:15][N:14]=1)[C:7]1[CH:12]=[CH:11][CH:10]=[CH:9][CH:8]=1.C(N(CC)CC)C.[Br-].[Na+]. (4) Given the product [CH3:11][C:10]1[CH:9]=[CH:8][CH:7]=[C:3]2[C:2]=1[NH:1][C:13](=[O:14])[NH:12][C:4]2=[O:5], predict the reactants needed to synthesize it. The reactants are: [NH2:1][C:2]1[C:10]([CH3:11])=[CH:9][CH:8]=[CH:7][C:3]=1[C:4](O)=[O:5].[NH2:12][C:13](N)=[O:14]. (5) Given the product [Cl:10][C:3]1[CH:4]=[C:5]([CH:8]=[CH:9][C:2]=1[N:1]([CH2:6][C:5]1[CH:8]=[CH:9][CH:2]=[CH:3][CH:4]=1)[CH2:11][C:12]1[CH:17]=[CH:16][CH:15]=[CH:14][CH:13]=1)[C:6]#[N:7], predict the reactants needed to synthesize it. The reactants are: [NH2:1][C:2]1[CH:9]=[CH:8][C:5]([C:6]#[N:7])=[CH:4][C:3]=1[Cl:10].[CH2:11](Br)[C:12]1[CH:17]=[CH:16][CH:15]=[CH:14][CH:13]=1.[H-].[Na+]. (6) The reactants are: CC(C[AlH]CC(C)C)C.[Cl:10][C@@:11]1([F:40])[C@H:15]([O:16][Si:17]([CH:24]([CH3:26])[CH3:25])([CH:21]([CH3:23])[CH3:22])[CH:18]([CH3:20])[CH3:19])[C@@H:14]([CH2:27][O:28][Si:29]([CH:36]([CH3:38])[CH3:37])([CH:33]([CH3:35])[CH3:34])[CH:30]([CH3:32])[CH3:31])[O:13][C:12]1=[O:39].CO.[C@H](O)(C([O-])=O)[C@@H](O)C([O-])=O.[Na+].[K+]. Given the product [Cl:10][C@@:11]1([F:40])[C@H:15]([O:16][Si:17]([CH:18]([CH3:19])[CH3:20])([CH:21]([CH3:22])[CH3:23])[CH:24]([CH3:25])[CH3:26])[C@@H:14]([CH2:27][O:28][Si:29]([CH:30]([CH3:32])[CH3:31])([CH:33]([CH3:35])[CH3:34])[CH:36]([CH3:38])[CH3:37])[O:13][CH:12]1[OH:39], predict the reactants needed to synthesize it. (7) The reactants are: [CH2:1]([N:9]1[C:17]2[C:12](=[CH:13][C:14]([OH:18])=[CH:15][CH:16]=2)[C:11]([CH:19]2[CH2:24][CH2:23][N:22]([CH3:25])[CH2:21][CH2:20]2)=[CH:10]1)[CH2:2][C:3]1[CH:8]=[CH:7][CH:6]=[CH:5][CH:4]=1.[F:26][C:27]1[CH:32]=[CH:31][CH:30]=[C:29]([F:33])[C:28]=1[S:34]([Cl:37])(=[O:36])=[O:35].N1C(C)=CC=CC=1C. Given the product [ClH:37].[CH2:1]([N:9]1[C:17]2[C:12](=[CH:13][C:14]([O:18][S:34]([C:28]3[C:29]([F:33])=[CH:30][CH:31]=[CH:32][C:27]=3[F:26])(=[O:36])=[O:35])=[CH:15][CH:16]=2)[C:11]([CH:19]2[CH2:24][CH2:23][N:22]([CH3:25])[CH2:21][CH2:20]2)=[CH:10]1)[CH2:2][C:3]1[CH:8]=[CH:7][CH:6]=[CH:5][CH:4]=1, predict the reactants needed to synthesize it. (8) Given the product [NH:3]1[C:11]2[C:6](=[CH:7][CH:8]=[CH:9][CH:10]=2)[C:5]([CH:12]2[CH2:17][CH2:16][CH:15]([NH:18][CH:19]([CH:23]3[CH2:24][CH2:25][N:26]([C:29](=[O:38])/[CH:30]=[CH:31]/[C:32]4[CH:37]=[CH:36][CH:35]=[CH:34][CH:33]=4)[CH2:27][CH2:28]3)[C:20]([NH2:22])=[O:21])[CH2:14][CH2:13]2)=[CH:4]1, predict the reactants needed to synthesize it. The reactants are: Cl.Cl.[NH:3]1[C:11]2[C:6](=[CH:7][CH:8]=[CH:9][CH:10]=2)[C:5]([CH:12]2[CH2:17][CH2:16][CH:15]([NH:18][CH:19]([CH:23]3[CH2:28][CH2:27][NH:26][CH2:25][CH2:24]3)[C:20]([NH2:22])=[O:21])[CH2:14][CH2:13]2)=[CH:4]1.[C:29](O)(=[O:38])/[CH:30]=[CH:31]/[C:32]1[CH:37]=[CH:36][CH:35]=[CH:34][CH:33]=1. (9) Given the product [CH2:23]([O:25][C:26]([C:28]1[NH:29][C:30]2[C:35]([CH:36]=1)=[CH:34][C:33]([C:52]([N:54]1[CH2:58][CH2:57][CH2:56][C:55]1=[O:59])=[CH2:53])=[CH:32][CH:31]=2)=[O:27])[CH3:24], predict the reactants needed to synthesize it. The reactants are: C1(C)C=CC=CC=1P(C1C=CC=CC=1C)C1C=CC=CC=1C.[CH2:23]([O:25][C:26]([C:28]1[NH:29][C:30]2[C:35]([CH:36]=1)=[CH:34][C:33](Br)=[CH:32][CH:31]=2)=[O:27])[CH3:24].C(=O)([O-])O.[Na+].C(N(CC)C(C)C)(C)C.[CH:52]([N:54]1[CH2:58][CH2:57][CH2:56][C:55]1=[O:59])=[CH2:53]. (10) Given the product [CH:1]1([CH:4]([C:11]2[CH:16]=[C:15]([O:17][CH2:18][C:19]3[CH:20]=[N:21][C:22]([C:30]4[CH:35]=[C:34]([O:36][CH3:37])[CH:33]=[CH:32][C:31]=4[F:38])=[C:23]([CH2:25][C:26]([CH3:29])([CH3:27])[CH3:28])[CH:24]=3)[N:14]=[CH:13][N:12]=2)[CH2:5][C:6]([OH:8])=[O:7])[CH2:2][CH2:3]1, predict the reactants needed to synthesize it. The reactants are: [CH:1]1([CH:4]([C:11]2[CH:16]=[C:15]([O:17][CH2:18][C:19]3[CH:20]=[N:21][C:22]([C:30]4[CH:35]=[C:34]([O:36][CH3:37])[CH:33]=[CH:32][C:31]=4[F:38])=[C:23]([CH2:25][C:26]([CH3:29])([CH3:28])[CH3:27])[CH:24]=3)[N:14]=[CH:13][N:12]=2)[CH2:5][C:6]([O:8]CC)=[O:7])[CH2:3][CH2:2]1.[OH-].[Na+].Cl.